Task: Binary Classification. Given a drug SMILES string, predict its activity (active/inactive) in a high-throughput screening assay against a specified biological target.. Dataset: Orexin1 receptor HTS with 218,158 compounds and 233 confirmed actives (1) The drug is s1c(NC(=O)C2CN(C(=O)C2)c2ccc(OCC)cc2)nc(c1C(OCC)=O)C. The result is 0 (inactive). (2) The drug is S(=O)(=O)(NCCSc1ccccc1)c1ccc(OCC)cc1. The result is 0 (inactive). (3) The molecule is Fc1cc(NC(=O)CN(C(=O)c2c(nn(c2)c2ccccc2)c2ccccc2)C)ccc1. The result is 0 (inactive). (4) The compound is Brc1ccc(S(=O)(=O)n2cc(nc2)C)cc1. The result is 0 (inactive). (5) The drug is Fc1ccc(N2CCN(C(=O)C3N(C(=O)CC3)Cc3cccnc3)CC2)cc1. The result is 0 (inactive). (6) The compound is s1c(C(=O)N(CC2OCCC2)Cc2cc3c([nH]c2=O)ccc(c3)C)ccc1. The result is 0 (inactive). (7) The molecule is Clc1c(/C=C2/SC(=S)N(CCC(=O)Nc3noc(c3)C)C2=O)cccc1. The result is 0 (inactive).